This data is from Forward reaction prediction with 1.9M reactions from USPTO patents (1976-2016). The task is: Predict the product of the given reaction. (1) Given the reactants [CH3:1][O:2][C:3]1[CH:4]=[C:5]2[C:10](=[CH:11][C:12]=1[O:13][CH2:14][CH:15]1[CH2:20][CH2:19][N:18]([CH2:21][CH2:22][S:23]([CH3:26])(=[O:25])=[O:24])[CH2:17][CH2:16]1)[N:9]=[CH:8][N:7](COC(=O)C(C)(C)C)[C:6]2=[O:35].[OH-].[Na+].Cl, predict the reaction product. The product is: [CH3:1][O:2][C:3]1[CH:4]=[C:5]2[C:10](=[CH:11][C:12]=1[O:13][CH2:14][CH:15]1[CH2:20][CH2:19][N:18]([CH2:21][CH2:22][S:23]([CH3:26])(=[O:25])=[O:24])[CH2:17][CH2:16]1)[N:9]=[CH:8][NH:7][C:6]2=[O:35]. (2) Given the reactants C([C:4]1[CH:9]=[C:8]([CH3:10])[C:7]([N+:11]([O-:13])=[O:12])=[CH:6][C:5]=1[Cl:14])C=C.[C:15]([O:18]CC)(=[O:17])[CH3:16], predict the reaction product. The product is: [Cl:14][C:5]1[CH:6]=[C:7]([N+:11]([O-:13])=[O:12])[C:8]([CH3:10])=[CH:9][C:4]=1[CH2:16][C:15]([OH:18])=[O:17]. (3) Given the reactants [CH:1]1[CH:2]=[CH:3][C:4]([C:7]2[N:8]=[C:9]([NH2:14])[N:10]=[C:11]([NH2:13])[N:12]=2)=[CH:5][CH:6]=1.[C:15]1(=[O:25])[O:20][C:18](=[O:19])[C:17]2=[CH:21][CH:22]=[CH:23][CH:24]=[C:16]12.[OH2:26], predict the reaction product. The product is: [CH:1]1[CH:6]=[CH:5][C:4]([C:7]2[N:8]=[C:9]([NH2:14])[N:10]=[C:11]([NH2:13])[N:12]=2)=[CH:3][CH:2]=1.[C:15]([O-:20])(=[O:25])[C:16]1[C:17](=[CH:21][CH:22]=[CH:23][CH:24]=1)[C:18]([O-:26])=[O:19]. (4) Given the reactants [Cl:1][C:2]1[C:3]([CH3:18])=[C:4]([NH:10][C@H:11]([C@H:15]([OH:17])[CH3:16])[C:12]([OH:14])=O)[CH:5]=[CH:6][C:7]=1[C:8]#[N:9].[OH:19][C:20]1[CH:29]=[CH:28][C:23]([C:24]([NH:26][NH2:27])=[O:25])=[CH:22][CH:21]=1.ClC1C(C)=C(N[C@H]([C@@H](O)C)C(NNC(=O)C2C=CC=CC=2)=O)C=CC=1C#N, predict the reaction product. The product is: [Cl:1][C:2]1[C:3]([CH3:18])=[C:4]([NH:10][C@H:11]([C@H:15]([OH:17])[CH3:16])[C:12]([NH:27][NH:26][C:24](=[O:25])[C:23]2[CH:28]=[CH:29][C:20]([OH:19])=[CH:21][CH:22]=2)=[O:14])[CH:5]=[CH:6][C:7]=1[C:8]#[N:9]. (5) Given the reactants [NH2:1][C:2]1[C:3]([CH3:29])=[C:4]([C:8]2[C:20]3[C:19]4[C:14](=[CH:15][C:16]([O:21][CH2:22][CH2:23][O:24][CH3:25])=[CH:17][CH:18]=4)[NH:13][C:12]=3[C:11]([C:26]([NH2:28])=[O:27])=[N:10][CH:9]=2)[CH:5]=[CH:6][CH:7]=1.[NH2:30][C:31]1[C:32]([C:37]([OH:39])=O)=[N:33][CH:34]=[CH:35][CH:36]=1.[CH3:40]OC(OC)OC.[N+](O[La](O[N+]([O-])=O)O[N+]([O-])=O)([O-])=O, predict the reaction product. The product is: [CH3:25][O:24][CH2:23][CH2:22][O:21][C:16]1[CH:15]=[C:14]2[C:19]([C:20]3[C:8]([C:4]4[CH:5]=[CH:6][CH:7]=[C:2]([N:1]5[C:37](=[O:39])[C:32]6[N:33]=[CH:34][CH:35]=[CH:36][C:31]=6[N:30]=[CH:40]5)[C:3]=4[CH3:29])=[CH:9][N:10]=[C:11]([C:26]([NH2:28])=[O:27])[C:12]=3[NH:13]2)=[CH:18][CH:17]=1. (6) Given the reactants [C:1]([Si:5]([CH3:17])([CH3:16])[O:6][C:7]1[CH:8]=[C:9]2[C:13](=[CH:14][CH:15]=1)[NH:12][CH:11]=[CH:10]2)([CH3:4])([CH3:3])[CH3:2].[C:18](O[C:18]([O:20][C:21]([CH3:24])([CH3:23])[CH3:22])=[O:19])([O:20][C:21]([CH3:24])([CH3:23])[CH3:22])=[O:19], predict the reaction product. The product is: [C:21]([O:20][C:18]([N:12]1[C:13]2[C:9](=[CH:8][C:7]([O:6][Si:5]([C:1]([CH3:4])([CH3:3])[CH3:2])([CH3:17])[CH3:16])=[CH:15][CH:14]=2)[CH:10]=[CH:11]1)=[O:19])([CH3:24])([CH3:23])[CH3:22]. (7) Given the reactants [CH:1]1([N:6]2[C:11]3[N:12]=[C:13](S(C)=O)[N:14]=[CH:15][C:10]=3[CH:9]=[C:8]([CH2:19][O:20][CH2:21][CH2:22][O:23][CH3:24])[C:7]2=[O:25])[CH2:5][CH2:4][CH2:3][CH2:2]1.[C:26]([O:30][C:31]([N:33]1[CH2:38][CH2:37][N:36]([C:39]2[CH:40]=[N:41][C:42]([NH2:45])=[CH:43][CH:44]=2)[CH2:35][CH2:34]1)=[O:32])([CH3:29])([CH3:28])[CH3:27], predict the reaction product. The product is: [C:26]([O:30][C:31]([N:33]1[CH2:38][CH2:37][N:36]([C:39]2[CH:40]=[N:41][C:42]([NH:45][C:13]3[N:14]=[CH:15][C:10]4[CH:9]=[C:8]([CH2:19][O:20][CH2:21][CH2:22][O:23][CH3:24])[C:7](=[O:25])[N:6]([CH:1]5[CH2:5][CH2:4][CH2:3][CH2:2]5)[C:11]=4[N:12]=3)=[CH:43][CH:44]=2)[CH2:35][CH2:34]1)=[O:32])([CH3:29])([CH3:27])[CH3:28]. (8) Given the reactants CO[C:3]([CH:5]1[C:13]2[C:8](=[CH:9][CH:10]=[C:11]([C:14]3([CH3:19])[O:18]CCO3)[CH:12]=2)[N:7]([CH2:20][CH3:21])[C:6]1=[O:22])=[O:4].[NH2:23][C:24]1[CH:25]=[C:26]([CH:37]=[CH:38][CH:39]=1)[C:27]([NH:29][C:30]1[CH:35]=[CH:34][C:33]([Br:36])=[CH:32][CH:31]=1)=[O:28], predict the reaction product. The product is: [Br:36][C:33]1[CH:34]=[CH:35][C:30]([NH:29][C:27]([C:26]2[CH:25]=[C:24]([NH:23][C:3]([CH:5]3[C:13]4[C:8](=[CH:9][CH:10]=[C:11]([C:14](=[O:18])[CH3:19])[CH:12]=4)[N:7]([CH2:20][CH3:21])[C:6]3=[O:22])=[O:4])[CH:39]=[CH:38][CH:37]=2)=[O:28])=[CH:31][CH:32]=1. (9) Given the reactants [Br:1][C:2]1[CH:3]=[CH:4][C:5]2[C:6]3[N:14]([CH2:15][CH:16]([CH3:18])[CH3:17])[CH:13]=[N:12][C:7]=3[CH:8]=[N:9][C:10]=2[CH:11]=1.ClC1C=C(C=CC=1)C(OO)=O.[OH-].[NH4+:31].C1(C)C=CC(S(Cl)(=O)=O)=CC=1, predict the reaction product. The product is: [Br:1][C:2]1[CH:3]=[CH:4][C:5]2[C:6]3[N:14]([CH2:15][CH:16]([CH3:18])[CH3:17])[CH:13]=[N:12][C:7]=3[C:8]([NH2:31])=[N:9][C:10]=2[CH:11]=1. (10) Given the reactants [CH2:1]([O:8][C:9]1[CH:14]=[CH:13][C:12]([OH:15])=[CH:11][CH:10]=1)[C:2]1[CH:7]=[CH:6][CH:5]=[CH:4][CH:3]=1.Br[CH2:17][C:18]#[N:19].C([O-])([O-])=O.[K+].[K+], predict the reaction product. The product is: [CH2:1]([O:8][C:9]1[CH:10]=[CH:11][C:12]([O:15][CH2:17][C:18]#[N:19])=[CH:13][CH:14]=1)[C:2]1[CH:3]=[CH:4][CH:5]=[CH:6][CH:7]=1.